Dataset: Forward reaction prediction with 1.9M reactions from USPTO patents (1976-2016). Task: Predict the product of the given reaction. (1) Given the reactants [N:1]1[CH:6]=[CH:5][CH:4]=[C:3]([CH2:7][NH:8][C:9]([C:11]2[S:15][C:14]([C:16]3[NH:17][N:18]=[CH:19][CH:20]=3)=[N:13][C:12]=2[CH3:21])=[O:10])[CH:2]=1.Br[CH2:23][C:24]1[CH:29]=[CH:28][C:27]([S:30]([CH3:33])(=[O:32])=[O:31])=[CH:26][CH:25]=1, predict the reaction product. The product is: [N:1]1[CH:6]=[CH:5][CH:4]=[C:3]([CH2:7][NH:8][C:9]([C:11]2[S:15][C:14]([C:16]3[CH:20]=[CH:19][N:18]([CH2:23][C:24]4[CH:25]=[CH:26][C:27]([S:30]([CH3:33])(=[O:32])=[O:31])=[CH:28][CH:29]=4)[N:17]=3)=[N:13][C:12]=2[CH3:21])=[O:10])[CH:2]=1. (2) Given the reactants [CH2:1](Br)[CH:2]([CH3:4])[CH3:3].[Br:6][C:7]1[C:8]([C:12]2[C:13]([F:31])=[C:14]([NH:19][S:20]([C:23]3[CH:28]=[C:27]([F:29])[CH:26]=[CH:25][C:24]=3[F:30])(=[O:22])=[O:21])[CH:15]=[CH:16][C:17]=2[F:18])=[N:9][NH:10][CH:11]=1, predict the reaction product. The product is: [Br:6][C:7]1[CH:11]=[N:10][N:9]([CH2:1][CH:2]([CH3:4])[CH3:3])[C:8]=1[C:12]1[C:13]([F:31])=[C:14]([NH:19][S:20]([C:23]2[CH:28]=[C:27]([F:29])[CH:26]=[CH:25][C:24]=2[F:30])(=[O:22])=[O:21])[CH:15]=[CH:16][C:17]=1[F:18]. (3) The product is: [Si:1]([O:18][CH:19]1[CH2:22][N:21]([C:23]2[O:24][CH:25]=[C:26]([C:28]([N:32]3[CH2:37][CH2:36][O:35][CH2:34][CH2:33]3)=[O:29])[N:27]=2)[CH2:20]1)([C:14]([CH3:17])([CH3:16])[CH3:15])([C:2]1[CH:3]=[CH:4][CH:5]=[CH:6][CH:7]=1)[C:8]1[CH:9]=[CH:10][CH:11]=[CH:12][CH:13]=1. Given the reactants [Si:1]([O:18][CH:19]1[CH2:22][N:21]([C:23]2[O:24][CH:25]=[C:26]([C:28](OC)=[O:29])[N:27]=2)[CH2:20]1)([C:14]([CH3:17])([CH3:16])[CH3:15])([C:8]1[CH:13]=[CH:12][CH:11]=[CH:10][CH:9]=1)[C:2]1[CH:7]=[CH:6][CH:5]=[CH:4][CH:3]=1.[NH:32]1[CH2:37][CH2:36][O:35][CH2:34][CH2:33]1.C[Al](C)C.C(O)(=O)C.C(OCC)(=O)C, predict the reaction product. (4) Given the reactants [O:1]1[C@@:5]2([CH:10]3[CH2:11][CH2:12][N:7]([CH2:8][CH2:9]3)[CH2:6]2)[CH2:4][NH:3][C:2]1=[O:13].Br[C:15]1[O:16][CH:17]=[CH:18][CH:19]=1, predict the reaction product. The product is: [O:16]1[CH:17]=[CH:18][CH:19]=[C:15]1[N:3]1[CH2:4][C@:5]2([CH:10]3[CH2:11][CH2:12][N:7]([CH2:8][CH2:9]3)[CH2:6]2)[O:1][C:2]1=[O:13].